The task is: Predict the reactants needed to synthesize the given product.. This data is from Full USPTO retrosynthesis dataset with 1.9M reactions from patents (1976-2016). (1) Given the product [CH2:13]([C:15]1[CH:20]=[C:19]([C:21]2[N:22]=[C:8]([C:6]3[S:7][C:3]([CH:1]=[O:2])=[C:4]([CH3:12])[C:5]=3[CH3:11])[O:10][N:24]=2)[CH:18]=[C:17]([CH3:25])[C:16]=1[CH2:26][CH2:27][C:28]([OH:30])=[O:29])[CH3:14], predict the reactants needed to synthesize it. The reactants are: [CH:1]([C:3]1[S:7][C:6]([C:8]([OH:10])=O)=[C:5]([CH3:11])[C:4]=1[CH3:12])=[O:2].[CH2:13]([C:15]1[CH:20]=[C:19]([C:21](=[NH:24])[NH:22]O)[CH:18]=[C:17]([CH3:25])[C:16]=1[CH2:26][CH2:27][C:28]([OH:30])=[O:29])[CH3:14]. (2) Given the product [C:46]([N:24]1[C:25]2[C:30](=[CH:29][CH:28]=[C:27]([Cl:31])[CH:26]=2)[C:9]2([CH:8]([C:6]3[CH:7]=[C:2]([Cl:1])[CH:3]=[CH:4][C:5]=3[O:33][C:34]([CH2:44][CH3:45])([CH2:42][CH3:43])[C:35]([NH:37][S:38]([CH3:41])(=[O:40])=[O:39])=[O:36])[CH2:13][C:12](=[O:14])[NH:11][CH:10]2[C:15]2[CH:20]=[C:19]([F:21])[CH:18]=[CH:17][C:16]=2[CH3:22])[C:23]1=[O:32])(=[O:48])[CH3:47], predict the reactants needed to synthesize it. The reactants are: [Cl:1][C:2]1[CH:3]=[CH:4][C:5]([O:33][C:34]([CH2:44][CH3:45])([CH2:42][CH3:43])[C:35]([NH:37][S:38]([CH3:41])(=[O:40])=[O:39])=[O:36])=[C:6]([CH:8]2[CH2:13][C:12](=[O:14])[NH:11][CH:10]([C:15]3[CH:20]=[C:19]([F:21])[CH:18]=[CH:17][C:16]=3[CH3:22])[C:9]32[C:30]2[C:25](=[CH:26][C:27]([Cl:31])=[CH:28][CH:29]=2)[NH:24][C:23]3=[O:32])[CH:7]=1.[C:46](OC(=O)C)(=[O:48])[CH3:47]. (3) Given the product [CH3:1][O:2][C:3](=[O:13])[CH2:4][C:5]1[CH:10]=[CH:9][C:8]([CH2:11][OH:15])=[CH:7][CH:6]=1, predict the reactants needed to synthesize it. The reactants are: [CH3:1][O:2][C:3](=[O:13])[CH2:4][C:5]1[CH:10]=[CH:9][C:8]([CH2:11]Br)=[CH:7][CH:6]=1.C(=O)([O-])[O-:15].[Ca+2].O. (4) Given the product [OH:8][CH2:9][CH2:10]/[CH:11]=[C:12](\[C:20]1[CH:24]=[C:23]([CH:25]=[O:26])[S:22][C:21]=1[CH3:30])/[C:14]1[CH:19]=[CH:18][CH:17]=[CH:16][CH:15]=1, predict the reactants needed to synthesize it. The reactants are: [Si]([O:8][CH2:9][CH2:10][CH2:11][C:12]([C:20]1[CH:24]=[C:23]([CH:25]2OCC[O:26]2)[S:22][C:21]=1[CH3:30])([C:14]1[CH:19]=[CH:18][CH:17]=[CH:16][CH:15]=1)O)(C(C)(C)C)(C)C.Cl.O. (5) Given the product [NH2:1][C:2]1[CH:10]=[CH:9][C:5]([C:6]([O:8][CH3:12])=[O:7])=[C:4]([Cl:11])[CH:3]=1, predict the reactants needed to synthesize it. The reactants are: [NH2:1][C:2]1[CH:10]=[CH:9][C:5]([C:6]([OH:8])=[O:7])=[C:4]([Cl:11])[CH:3]=1.[C:12](Cl)(=O)C. (6) Given the product [F:1][C:2]1[C:3]([OH:17])=[CH:4][C:5]2[O:9][C:8]3[CH:10]=[CH:11][C:12]([C:14]#[N:15])=[CH:13][C:7]=3[C:6]=2[CH:16]=1, predict the reactants needed to synthesize it. The reactants are: [F:1][C:2]1[C:3]([O:17]C)=[CH:4][C:5]2[O:9][C:8]3[CH:10]=[CH:11][C:12]([C:14]#[N:15])=[CH:13][C:7]=3[C:6]=2[CH:16]=1.Cl.N1C=CC=CC=1.[OH-].[Na+]. (7) Given the product [Br:1][C:2]1[CH:3]=[C:4]2[C:12]([C:13]3[CH:18]=[C:17]([N+:19]([O-:21])=[O:20])[CH:16]=[CH:15][C:14]=3[O:32][C:26]3[CH:27]=[CH:28][C:29]([F:31])=[CH:30][C:25]=3[F:24])=[CH:11][N:10]([CH3:23])[C:5]2=[C:6]([O:8][CH3:9])[N:7]=1, predict the reactants needed to synthesize it. The reactants are: [Br:1][C:2]1[CH:3]=[C:4]2[C:12]([C:13]3[CH:18]=[C:17]([N+:19]([O-:21])=[O:20])[CH:16]=[CH:15][C:14]=3F)=[CH:11][N:10]([CH3:23])[C:5]2=[C:6]([O:8][CH3:9])[N:7]=1.[F:24][C:25]1[CH:30]=[C:29]([F:31])[CH:28]=[CH:27][C:26]=1[OH:32].C(=O)([O-])[O-].[Cs+].[Cs+].